Dataset: Full USPTO retrosynthesis dataset with 1.9M reactions from patents (1976-2016). Task: Predict the reactants needed to synthesize the given product. (1) The reactants are: [C:1]1([C:7]2[NH:11][N:10]=[N:9][N:8]=2)[CH:6]=[CH:5][CH:4]=[CH:3][CH:2]=1.Cl[C:13]([C:26]1[CH:31]=[CH:30][CH:29]=[CH:28][CH:27]=1)([C:20]1[CH:25]=[CH:24][CH:23]=[CH:22][CH:21]=1)[C:14]1[CH:19]=[CH:18][CH:17]=[CH:16][CH:15]=1. Given the product [C:1]1([C:7]2[N:11]([C:13]([C:14]3[CH:19]=[CH:18][CH:17]=[CH:16][CH:15]=3)([C:26]3[CH:27]=[CH:28][CH:29]=[CH:30][CH:31]=3)[C:20]3[CH:21]=[CH:22][CH:23]=[CH:24][CH:25]=3)[N:10]=[N:9][N:8]=2)[CH:2]=[CH:3][CH:4]=[CH:5][CH:6]=1, predict the reactants needed to synthesize it. (2) Given the product [CH2:1]([O:3][P:4]([CH2:9][C:10]1[CH:11]=[N:12][C:13]([NH2:18])=[C:14]([O:16][CH3:17])[CH:15]=1)(=[O:8])[O:5][CH2:6][CH3:7])[CH3:2], predict the reactants needed to synthesize it. The reactants are: [CH2:1]([O:3][P:4]([CH2:9][C:10]1[CH:11]=[N:12][C:13]([N+:18]([O-])=O)=[C:14]([O:16][CH3:17])[CH:15]=1)(=[O:8])[O:5][CH2:6][CH3:7])[CH3:2]. (3) Given the product [CH2:1]([O:3][C:4]([N:6]1[CH2:11][CH2:10][N:9]([C:12](=[O:47])[C@@H:13]([NH:25][C:26]([C:28]2[CH:32]=[C:31]([O:33][CH2:34][C:35](=[O:40])[C:36]([CH3:39])([CH3:38])[CH3:37])[N:30]([C:41]3[CH:42]=[CH:43][CH:44]=[CH:45][CH:46]=3)[N:29]=2)=[O:27])[CH2:14][NH:15][C:16]2[C:17](=[O:22])[C:18](=[O:21])[C:19]=2[OH:20])[CH2:8][CH2:7]1)=[O:5])[CH3:2], predict the reactants needed to synthesize it. The reactants are: [CH2:1]([O:3][C:4]([N:6]1[CH2:11][CH2:10][N:9]([C:12](=[O:47])[C@@H:13]([NH:25][C:26]([C:28]2[CH:32]=[C:31]([O:33][CH2:34][C:35](=[O:40])[C:36]([CH3:39])([CH3:38])[CH3:37])[N:30]([C:41]3[CH:46]=[CH:45][CH:44]=[CH:43][CH:42]=3)[N:29]=2)=[O:27])[CH2:14][NH:15][C:16]2[C:19](=[O:20])[C:18](=[O:21])[C:17]=2[O:22]CC)[CH2:8][CH2:7]1)=[O:5])[CH3:2].[OH-].[Na+].Cl. (4) Given the product [CH3:21][O:20][C:17]1[CH:18]=[CH:19][C:14]([N:7]2[CH2:8][CH:1]3[O:9][CH:5]([CH2:4][N:3]([C:10](=[O:12])[CH3:11])[CH2:2]3)[CH2:6]2)=[CH:15][C:16]=1[N+:22]([O-:24])=[O:23], predict the reactants needed to synthesize it. The reactants are: [CH:1]12[O:9][CH:5]([CH2:6][NH:7][CH2:8]1)[CH2:4][N:3]([C:10](=[O:12])[CH3:11])[CH2:2]2.Br[C:14]1[CH:19]=[CH:18][C:17]([O:20][CH3:21])=[C:16]([N+:22]([O-:24])=[O:23])[CH:15]=1.C(=O)([O-])[O-].[Cs+].[Cs+]. (5) Given the product [F:1][C:2]1[CH:3]=[CH:4][C:5]([CH2:6][N:7]2[C:11]3=[CH:12][N:13]=[C:14]([C:17]([O:19][CH3:20])=[O:18])[C:15]([O:16][CH3:26])=[C:10]3[CH:9]=[CH:8]2)=[CH:21][CH:22]=1, predict the reactants needed to synthesize it. The reactants are: [F:1][C:2]1[CH:22]=[CH:21][C:5]([CH2:6][N:7]2[C:11]3=[CH:12][N:13]=[C:14]([C:17]([O:19][CH3:20])=[O:18])[C:15]([OH:16])=[C:10]3[CH:9]=[CH:8]2)=[CH:4][CH:3]=1.[H-].[Na+].I[CH3:26]. (6) Given the product [OH:19][NH:18][C:14]([C:10]1[CH:9]=[C:8]([N:2]2[CH2:3][CH2:4][CH2:5][CH2:6][CH2:7]2)[CH:13]=[CH:12][N:11]=1)=[O:16], predict the reactants needed to synthesize it. The reactants are: Cl.[N:2]1([C:8]2[CH:13]=[CH:12][N:11]=[C:10]([C:14]([OH:16])=O)[CH:9]=2)[CH2:7][CH2:6][CH2:5][CH2:4][CH2:3]1.Cl.[NH2:18][OH:19]. (7) Given the product [C:17]([O:20][C:21](=[O:22])[N:10]([CH2:9][CH:8]([C:5]1[CH:6]=[CH:7][C:2]([Br:1])=[CH:3][C:4]=1[F:15])[OH:14])[CH2:11][CH2:12][OH:13])([CH3:19])([CH3:18])[CH3:16], predict the reactants needed to synthesize it. The reactants are: [Br:1][C:2]1[CH:7]=[CH:6][C:5]([CH:8]([OH:14])[CH2:9][NH:10][CH2:11][CH2:12][OH:13])=[C:4]([F:15])[CH:3]=1.[CH3:16][C:17]([O:20][C:21](O[C:21]([O:20][C:17]([CH3:19])([CH3:18])[CH3:16])=[O:22])=[O:22])([CH3:19])[CH3:18].